Dataset: Full USPTO retrosynthesis dataset with 1.9M reactions from patents (1976-2016). Task: Predict the reactants needed to synthesize the given product. (1) Given the product [NH2:1][C:2]1([C:30]([NH2:32])=[O:31])[CH2:7][CH2:6][N:5]([S:8]([CH2:11][CH2:12][C:13]2[C:14]([CH3:29])=[CH:15][C:16]([N:20]3[C:24]([CH3:26])([CH3:25])[C:23](=[O:27])[NH:22][C:21]3=[O:28])=[CH:17][C:18]=2[CH3:19])(=[O:9])=[O:10])[CH2:4][CH2:3]1, predict the reactants needed to synthesize it. The reactants are: [NH2:1][C:2]1([C:30]([NH2:32])=[O:31])[CH2:7][CH2:6][N:5]([S:8](/[CH:11]=[CH:12]/[C:13]2[C:18]([CH3:19])=[CH:17][C:16]([N:20]3[C:24]([CH3:26])([CH3:25])[C:23](=[O:27])[NH:22][C:21]3=[O:28])=[CH:15][C:14]=2[CH3:29])(=[O:10])=[O:9])[CH2:4][CH2:3]1. (2) Given the product [Br:1][CH2:2][C:3]1[CH:12]=[CH:11][C:6]([CH2:7][OH:8])=[CH:5][CH:4]=1, predict the reactants needed to synthesize it. The reactants are: [Br:1][CH2:2][C:3]1[CH:12]=[CH:11][C:6]([C:7](OC)=[O:8])=[CH:5][CH:4]=1. (3) Given the product [CH:23]1([C:3]2[C:2]([NH:1][C:27]3[CH:36]=[C:35]4[C:30]([CH:31]=[CH:32][C:33]([CH:37]=[CH2:38])=[N:34]4)=[CH:29][CH:28]=3)=[CH:9][C:6]([C:7]#[N:8])=[C:5]([N:10]3[CH2:15][CH2:14][N:13]([C:16](=[O:21])[CH2:17][CH2:18][O:19][CH3:20])[C@H:12]([CH3:22])[CH2:11]3)[N:4]=2)[CH2:25][CH2:24]1, predict the reactants needed to synthesize it. The reactants are: [NH2:1][C:2]1[C:3]([CH:23]2[CH2:25][CH2:24]2)=[N:4][C:5]([N:10]2[CH2:15][CH2:14][N:13]([C:16](=[O:21])[CH2:17][CH2:18][O:19][CH3:20])[C@H:12]([CH3:22])[CH2:11]2)=[C:6]([CH:9]=1)[C:7]#[N:8].Br[C:27]1[CH:36]=[C:35]2[C:30]([CH:31]=[CH:32][C:33]([CH:37]=[CH2:38])=[N:34]2)=[CH:29][CH:28]=1.CC(C1C=C(C(C)C)C(C2C=CC=CC=2P(C2CCCCC2)C2CCCCC2)=C(C(C)C)C=1)C.C([O-])([O-])=O.[Cs+].[Cs+]. (4) The reactants are: [CH3:1][N:2]1[C:10]2[C:5](=[CH:6][CH:7]=[CH:8][CH:9]=2)[CH:4]=[C:3]1[C:11]([OH:13])=O.[NH2:14][C@H:15]([C:19]([NH:21][CH:22]([CH:31]([OH:34])[CH2:32][F:33])[CH2:23][C:24]([O:26][C:27]([CH3:30])([CH3:29])[CH3:28])=[O:25])=[O:20])[CH:16]([CH3:18])[CH3:17].Cl.CN(C)CCCN=C=NCC. Given the product [CH3:1][N:2]1[C:10]2[C:5](=[CH:6][CH:7]=[CH:8][CH:9]=2)[CH:4]=[C:3]1[C:11]([NH:14][C@H:15]([C:19]([NH:21][CH:22]([CH:31]([OH:34])[CH2:32][F:33])[CH2:23][C:24]([O:26][C:27]([CH3:28])([CH3:29])[CH3:30])=[O:25])=[O:20])[CH:16]([CH3:17])[CH3:18])=[O:13], predict the reactants needed to synthesize it.